Dataset: Peptide-MHC class II binding affinity with 134,281 pairs from IEDB. Task: Regression. Given a peptide amino acid sequence and an MHC pseudo amino acid sequence, predict their binding affinity value. This is MHC class II binding data. (1) The peptide sequence is GELQIVDKIYAAFKI. The MHC is DRB1_1201 with pseudo-sequence DRB1_1201. The binding affinity (normalized) is 0.778. (2) The peptide sequence is IVLASAALGPLIEGN. The MHC is HLA-DQA10601-DQB10402 with pseudo-sequence HLA-DQA10601-DQB10402. The binding affinity (normalized) is 0.421.